Dataset: Catalyst prediction with 721,799 reactions and 888 catalyst types from USPTO. Task: Predict which catalyst facilitates the given reaction. (1) Reactant: [NH2:1][CH2:2][CH2:3][CH2:4][CH2:5][CH2:6][C:7]([NH:9][C:10]1[CH:15]=[CH:14][CH:13]=[CH:12][C:11]=1[N+:16]([O-])=O)=[O:8]. Product: [NH2:1][CH2:2][CH2:3][CH2:4][CH2:5][CH2:6][C:7]([NH:9][C:10]1[CH:15]=[CH:14][CH:13]=[CH:12][C:11]=1[NH2:16])=[O:8]. The catalyst class is: 43. (2) The catalyst class is: 2. Reactant: CN1CCOCC1.ON1C2C=CC=CC=2N=N1.CCN=C=NCCCN(C)C.Cl.Cl.[Cl:31][C:32]1[CH:33]=[C:34]([NH:38][C:39]2[CH:47]=[CH:46][C:42]([C:43]([OH:45])=O)=[C:41]([CH:48]([CH3:50])[CH3:49])[N:40]=2)[CH:35]=[CH:36][CH:37]=1.[O:51]1[CH2:56][CH2:55][CH:54]([CH2:57][NH2:58])[CH2:53][CH2:52]1. Product: [Cl:31][C:32]1[CH:33]=[C:34]([NH:38][C:39]2[CH:47]=[CH:46][C:42]([C:43]([NH:58][CH2:57][CH:54]3[CH2:55][CH2:56][O:51][CH2:52][CH2:53]3)=[O:45])=[C:41]([CH:48]([CH3:50])[CH3:49])[N:40]=2)[CH:35]=[CH:36][CH:37]=1. (3) Reactant: [NH2:1][CH:2]1[CH2:7][CH2:6][N:5]([CH2:8][CH2:9][N:10]2[C:19]3[C:14](=[N:15][CH:16]=[C:17]([O:20][CH3:21])[CH:18]=3)[CH:13]=[CH:12][C:11]2=[O:22])[CH2:4][CH2:3]1.[Cl:23][C:24]1[CH:25]=[C:26]([CH:32]=O)[CH:27]=[N:28][C:29]=1[CH2:30][OH:31].C(O[BH-](OC(=O)C)OC(=O)C)(=O)C.[Na+].C(O[BH-](OC(=O)C)OC(=O)C)(=O)C. Product: [Cl:23][C:24]1[CH:25]=[C:26]([CH2:32][NH:1][CH:2]2[CH2:3][CH2:4][N:5]([CH2:8][CH2:9][N:10]3[C:19]4[C:14](=[N:15][CH:16]=[C:17]([O:20][CH3:21])[CH:18]=4)[CH:13]=[CH:12][C:11]3=[O:22])[CH2:6][CH2:7]2)[CH:27]=[N:28][C:29]=1[CH2:30][OH:31]. The catalyst class is: 98.